This data is from Reaction yield outcomes from USPTO patents with 853,638 reactions. The task is: Predict the reaction yield, written as a fraction of the theoretical maximum amount of product (1.0 means a 100% yield; for example, 0.34 means a 34% yield). (1) The reactants are [N:1]1[C:10]2[C:5](=[CH:6][C:7]([CH2:11][N:12]3[C:16]4=[N:17][C:18]([C:21]5[CH:22]=[C:23]([CH:28]=[CH:29][CH:30]=5)[C:24]([O:26]C)=[O:25])=[CH:19][CH:20]=[C:15]4[N:14]=[N:13]3)=[CH:8][CH:9]=2)[CH:4]=[CH:3][CH:2]=1.[OH-].[Li+].Cl. The catalyst is CO.O. The product is [N:1]1[C:10]2[C:5](=[CH:6][C:7]([CH2:11][N:12]3[C:16]4=[N:17][C:18]([C:21]5[CH:22]=[C:23]([CH:28]=[CH:29][CH:30]=5)[C:24]([OH:26])=[O:25])=[CH:19][CH:20]=[C:15]4[N:14]=[N:13]3)=[CH:8][CH:9]=2)[CH:4]=[CH:3][CH:2]=1. The yield is 0.380. (2) The reactants are [C:1]([O:5][C:6]([NH:8][C@H:9]1[CH2:14][C@@H:13]([OH:15])[CH2:12][N:11]([C:16]([O:18][CH2:19][C:20]2[CH:25]=[CH:24][CH:23]=[CH:22][CH:21]=2)=[O:17])[CH2:10]1)=[O:7])([CH3:4])([CH3:3])[CH3:2].CC(OI1(OC(C)=O)(OC(C)=O)OC(=O)C2C=CC=CC1=2)=O. The catalyst is ClCCl.C(OCC)(=O)C. The product is [C:1]([O:5][C:6]([NH:8][C@H:9]1[CH2:14][C:13](=[O:15])[CH2:12][N:11]([C:16]([O:18][CH2:19][C:20]2[CH:25]=[CH:24][CH:23]=[CH:22][CH:21]=2)=[O:17])[CH2:10]1)=[O:7])([CH3:4])([CH3:2])[CH3:3]. The yield is 0.810. (3) The product is [C:40]([C@@H:38]1[CH2:39][C@@H:37]1[CH2:36][O:35][C:15]1[N:16]=[C:17]([N:19]2[CH2:20][CH2:21][CH:22]([C:25]3[C:33]4[C:28](=[N:29][CH:30]=[CH:31][C:32]=4[CH3:34])[NH:27][N:26]=3)[CH2:23][CH2:24]2)[N:18]=[C:13]([CH:2]([C:1]#[N:5])[C:3]#[N:4])[N:14]=1)#[N:41]. The yield is 0.935. The reactants are [C:1](#[N:5])[CH2:2][C:3]#[N:4].C([O-])([O-])=O.[K+].[K+].Cl[C:13]1[N:18]=[C:17]([N:19]2[CH2:24][CH2:23][CH:22]([C:25]3[C:33]4[C:28](=[N:29][CH:30]=[CH:31][C:32]=4[CH3:34])[NH:27][N:26]=3)[CH2:21][CH2:20]2)[N:16]=[C:15]([O:35][CH2:36][C@H:37]2[CH2:39][C@H:38]2[C:40]#[N:41])[N:14]=1.CS(C)=O. The catalyst is CC#N.C(Cl)Cl.CO.